This data is from Forward reaction prediction with 1.9M reactions from USPTO patents (1976-2016). The task is: Predict the product of the given reaction. (1) Given the reactants [F:1][C:2]1[CH:3]=[N:4][C:5]2[CH:6]=[CH:7][C:8](=[O:17])[N:9]3[CH2:13][C:12]([OH:16])([CH2:14][OH:15])[C:11]=1[C:10]=23.FC1C=NC2C=CC(=O)N3CC(=C)C=1C=23.C(N(CC)CC)C.[C:40]1([CH3:50])[CH:45]=[CH:44][C:43]([S:46](Cl)(=[O:48])=[O:47])=[CH:42][CH:41]=1.C([Sn](=O)CCCC)CCC, predict the reaction product. The product is: [CH3:50][C:40]1[CH:45]=[CH:44][C:43]([S:46]([O:15][CH2:14][C:12]2([OH:16])[C:11]3=[C:2]([F:1])[CH:3]=[N:4][C:5]4[CH:6]=[CH:7][C:8](=[O:17])[N:9]([C:10]=43)[CH2:13]2)(=[O:48])=[O:47])=[CH:42][CH:41]=1. (2) Given the reactants Br[C:2]1[CH:3]=[C:4]([Cl:16])[C:5]([NH:8][C:9]2[CH:14]=[CH:13][C:12]([Cl:15])=[CH:11][CH:10]=2)=[N:6][CH:7]=1.C([Sn](CCCC)(CCCC)[C:22]([O:24]CC)=[CH2:23])CCC.C(N(CC)CC)C.Cl.C([O-])(O)=O.[Na+], predict the reaction product. The product is: [Cl:16][C:4]1[CH:3]=[C:2]([C:22](=[O:24])[CH3:23])[CH:7]=[N:6][C:5]=1[NH:8][C:9]1[CH:14]=[CH:13][C:12]([Cl:15])=[CH:11][CH:10]=1. (3) The product is: [NH2:1][C:2]1[C:3]2[N:4]([C:8]([C@H:12]3[CH2:17][N:16]4[C:18](=[O:22])[O:19][C@H:20]([CH3:21])[C@@H:15]4[CH2:14][CH2:13]3)=[N:9][C:10]=2[C:43]2[CH:42]=[CH:41][C:27]([C:28]([NH:30][C:31]3[CH:36]=[C:35]([C:37]([F:40])([F:38])[F:39])[CH:34]=[CH:33][N:32]=3)=[O:29])=[CH:26][C:25]=2[O:24][CH3:23])[CH:5]=[CH:6][N:7]=1. Given the reactants [NH2:1][C:2]1[C:3]2[N:4]([C:8]([C@H:12]3[CH2:17][N:16]4[C:18](=[O:22])[O:19][C@H:20]([CH3:21])[C@@H:15]4[CH2:14][CH2:13]3)=[N:9][C:10]=2Br)[CH:5]=[CH:6][N:7]=1.[CH3:23][O:24][C:25]1[CH:26]=[C:27]([CH:41]=[CH:42][C:43]=1B1OC(C)(C)C(C)(C)O1)[C:28]([NH:30][C:31]1[CH:36]=[C:35]([C:37]([F:40])([F:39])[F:38])[CH:34]=[CH:33][N:32]=1)=[O:29].O, predict the reaction product. (4) Given the reactants [NH2:1][C@:2]1([CH2:9][C:10]#[C:11][C:12]2[N:17]=[C:16]([C:18]3[CH:23]=[C:22]([O:24][CH2:25][CH3:26])[CH:21]=[CH:20][C:19]=3[F:27])[CH:15]=[C:14]([CH3:28])[N:13]=2)[CH2:6][CH2:5][N:4]([CH3:7])[C:3]1=[O:8], predict the reaction product. The product is: [CH2:25]([O:24][C:22]1[CH:21]=[CH:20][C:19]([F:27])=[C:18]([C:16]2[CH:15]=[C:14]([CH3:28])[N:13]=[C:12]([C:11]3[CH2:10][CH2:9][C@:2]4([CH2:6][CH2:5][N:4]([CH3:7])[C:3]4=[O:8])[N:1]=3)[N:17]=2)[CH:23]=1)[CH3:26]. (5) The product is: [I:22][C:23]1[CH:35]=[CH:34][C:26]([O:27][CH2:28][CH2:29][CH2:30][C:31]([NH:1][C:2]2[CH:7]=[CH:6][C:5]([CH3:8])=[C:4]([CH:9]3[CH2:14][CH2:13][N:12]([C:15]([O:17][C:18]([CH3:21])([CH3:20])[CH3:19])=[O:16])[CH2:11][CH2:10]3)[CH:3]=2)=[O:32])=[CH:25][CH:24]=1. Given the reactants [NH2:1][C:2]1[CH:3]=[C:4]([CH:9]2[CH2:14][CH2:13][N:12]([C:15]([O:17][C:18]([CH3:21])([CH3:20])[CH3:19])=[O:16])[CH2:11][CH2:10]2)[C:5]([CH3:8])=[CH:6][CH:7]=1.[I:22][C:23]1[CH:35]=[CH:34][C:26]([O:27][CH2:28][CH2:29][CH2:30][C:31](O)=[O:32])=[CH:25][CH:24]=1.C1C=CC2N(O)N=NC=2C=1, predict the reaction product. (6) Given the reactants [Cl:1][S:2]([C:5]1[CH:6]=[C:7]([CH:11]=[C:12]([S:14]([Cl:17])(=[O:16])=[O:15])[CH:13]=1)[C:8](Cl)=[O:9])(=[O:4])=[O:3].[CH3:18][OH:19], predict the reaction product. The product is: [Cl:1][S:2]([C:5]1[CH:6]=[C:7]([CH:11]=[C:12]([S:14]([Cl:17])(=[O:16])=[O:15])[CH:13]=1)[C:8]([O:19][CH3:18])=[O:9])(=[O:4])=[O:3]. (7) Given the reactants C([O:4][C:5]1[CH:10]=[CH:9][C:8]([F:11])=[CH:7][C:6]=1[CH2:12][C:13]([OH:15])=[O:14])(=O)C.[OH-].[NH4+].C(Cl)Cl.CO.CC(O)=O, predict the reaction product. The product is: [F:11][C:8]1[CH:9]=[CH:10][C:5]([OH:4])=[C:6]([CH2:12][C:13]([OH:15])=[O:14])[CH:7]=1. (8) The product is: [Cl:25][C:8]1[S:9][C:10]([CH2:13][N:14]2[C:19](=[N:20][N+:21]([O-:23])=[O:22])[N:18]([CH3:24])[CH2:17][O:16][CH2:15]2)=[CH:11][N:12]=1. Given the reactants C1(S[C:8]2[S:9][C:10]([CH2:13][N:14]3[C:19](=[N:20][N+:21]([O-:23])=[O:22])[N:18]([CH3:24])[CH2:17][O:16][CH2:15]3)=[CH:11][N:12]=2)C=CC=CC=1.[ClH:25].ClCl, predict the reaction product. (9) Given the reactants [NH2:1][C:2]1[C:11]2[N:12]=[C:13]([CH2:20][O:21][CH2:22][CH3:23])[N:14]([CH2:15][C:16]([CH3:19])([OH:18])[CH3:17])[C:10]=2[C:9]2[CH:8]=[CH:7][C:6]([O:24]N3CCCCC3)=[CH:5][C:4]=2[N:3]=1.C(O[C:35](=[O:37])[CH3:36])(=O)C, predict the reaction product. The product is: [C:35]([N:3]1[CH2:4][CH2:9][CH2:10][CH2:11][CH:2]1[O:24][C:6]1[CH:7]=[CH:8][C:9]2[C:10]3[N:14]([CH2:15][C:16]([CH3:19])([OH:18])[CH3:17])[C:13]([CH2:20][O:21][CH2:22][CH3:23])=[N:12][C:11]=3[C:2]([NH2:1])=[N:3][C:4]=2[CH:5]=1)(=[O:37])[CH3:36].